From a dataset of Catalyst prediction with 721,799 reactions and 888 catalyst types from USPTO. Predict which catalyst facilitates the given reaction. (1) Reactant: [CH3:1][S:2](Cl)(=[O:4])=[O:3].[NH2:6][C:7]1[CH:12]=[CH:11][CH:10]=[CH:9][C:8]=1[N:13]1[C:43]([CH2:44][CH2:45][CH3:46])=[C:16]2[N:17]=[C:18]([C:22]3[CH:27]=[C:26]([S:28]([N:31]4[CH2:36][CH2:35][N:34]([CH2:37][CH3:38])[CH2:33][CH2:32]4)(=[O:30])=[O:29])[CH:25]=[CH:24][C:23]=3[O:39][CH2:40][CH2:41][CH3:42])[NH:19][C:20](=[O:21])[C:15]2=[N:14]1. The catalyst class is: 17. Product: [CH2:37]([N:34]1[CH2:35][CH2:36][N:31]([S:28]([C:26]2[CH:25]=[CH:24][C:23]([O:39][CH2:40][CH2:41][CH3:42])=[C:22]([C:18]3[NH:19][C:20](=[O:21])[C:15]4[C:16](=[C:43]([CH2:44][CH2:45][CH3:46])[N:13]([C:8]5[CH:9]=[CH:10][CH:11]=[CH:12][C:7]=5[NH:6][S:2]([CH3:1])(=[O:4])=[O:3])[N:14]=4)[N:17]=3)[CH:27]=2)(=[O:30])=[O:29])[CH2:32][CH2:33]1)[CH3:38]. (2) Reactant: [OH-].[K+].[CH3:3][O:4][C:5]1[CH:6]=[CH:7][C:8]2[N:9]([N:11]=[C:12]([C:24]3[CH:29]=[CH:28][CH:27]=[CH:26][CH:25]=3)[C:13]=2[CH2:14][C:15]2[O:19][C:18]([C:20]([O:22]C)=[O:21])=[CH:17][CH:16]=2)[CH:10]=1.Cl. Product: [CH3:3][O:4][C:5]1[CH:6]=[CH:7][C:8]2[N:9]([N:11]=[C:12]([C:24]3[CH:29]=[CH:28][CH:27]=[CH:26][CH:25]=3)[C:13]=2[CH2:14][C:15]2[O:19][C:18]([C:20]([OH:22])=[O:21])=[CH:17][CH:16]=2)[CH:10]=1. The catalyst class is: 5. (3) Reactant: C(C[O:4][C:5]1[CH:10]=[C:9]([O:11][CH2:12][C:13]2[CH:18]=[CH:17][C:16]([O:19][CH2:20]/[C:21](=[N:28]\[O:29][CH3:30])/[C:22]3[CH:27]=[CH:26][CH:25]=[CH:24][CH:23]=3)=[CH:15][CH:14]=2)[CH:8]=[CH:7][C:6]=1[CH2:31][CH2:32][C:33]([O:35]CC)=[O:34])#N. Product: [OH:4][C:5]1[CH:10]=[C:9]([O:11][CH2:12][C:13]2[CH:14]=[CH:15][C:16]([O:19][CH2:20]/[C:21](=[N:28]\[O:29][CH3:30])/[C:22]3[CH:27]=[CH:26][CH:25]=[CH:24][CH:23]=3)=[CH:17][CH:18]=2)[CH:8]=[CH:7][C:6]=1[CH2:31][CH2:32][C:33]([OH:35])=[O:34]. The catalyst class is: 45. (4) Reactant: [I:1]I.C1(C)C=CC=CC=1.[C:10]1([P:16]([C:23]2[CH:28]=[CH:27][CH:26]=[CH:25][CH:24]=2)[C:17]2[CH:22]=[CH:21][CH:20]=[CH:19][CH:18]=2)[CH:15]=[CH:14][CH:13]=[CH:12][CH:11]=1. Product: [I-:1].[I-:1].[C:23]1([P:16]([C:10]2[CH:11]=[CH:12][CH:13]=[CH:14][CH:15]=2)[C:17]2[CH:22]=[CH:21][CH:20]=[CH:19][CH:18]=2)[CH:24]=[CH:25][CH:26]=[CH:27][CH:28]=1. The catalyst class is: 27. (5) Product: [CH3:1][CH:2]([O:11][C:6]([CH3:7])=[O:10])[CH2:3][O:4][CH3:12]. Reactant: [CH3:1][CH2:2][C:3](C)=[O:4].[C:6]([OH:11])(=[O:10])[C:7](C)=C.[CH3:12]C(N=NC(C#N)(C)C)(C#N)C. The catalyst class is: 5. (6) Reactant: C[O:2][C:3](=[O:34])[CH2:4][C:5]1[C:14]([CH3:15])=[C:13]([CH:16]2[CH2:21][CH2:20][N:19]([C:22](=[O:32])[NH:23][C:24]3[C:29]([F:30])=[CH:28][CH:27]=[CH:26][C:25]=3[F:31])[CH2:18][CH2:17]2)[C:12]2[C:7](=[CH:8][CH:9]=[C:10]([F:33])[CH:11]=2)[CH:6]=1.O.[OH-].[Li+]. Product: [F:31][C:25]1[CH:26]=[CH:27][CH:28]=[C:29]([F:30])[C:24]=1[NH:23][C:22]([N:19]1[CH2:20][CH2:21][CH:16]([C:13]2[C:12]3[C:7](=[CH:8][CH:9]=[C:10]([F:33])[CH:11]=3)[CH:6]=[C:5]([CH2:4][C:3]([OH:34])=[O:2])[C:14]=2[CH3:15])[CH2:17][CH2:18]1)=[O:32]. The catalyst class is: 20.